Task: Predict the reactants needed to synthesize the given product.. Dataset: Full USPTO retrosynthesis dataset with 1.9M reactions from patents (1976-2016) (1) Given the product [C:33]1([C:39]#[C:40][C:2]2[CH:23]=[CH:22][C:5]([C:6]([NH:8][S:9]([C:12]3[CH:17]=[CH:16][CH:15]=[CH:14][C:13]=3[S:18](=[O:21])(=[O:20])[NH2:19])(=[O:11])=[O:10])=[O:7])=[CH:4][C:3]=2[O:24][CH2:25][CH2:26][O:27][CH2:28][C:29]([F:32])([F:31])[F:30])[CH:38]=[CH:37][CH:36]=[CH:35][CH:34]=1, predict the reactants needed to synthesize it. The reactants are: Br[C:2]1[CH:23]=[CH:22][C:5]([C:6]([NH:8][S:9]([C:12]2[CH:17]=[CH:16][CH:15]=[CH:14][C:13]=2[S:18](=[O:21])(=[O:20])[NH2:19])(=[O:11])=[O:10])=[O:7])=[CH:4][C:3]=1[O:24][CH2:25][CH2:26][O:27][CH2:28][C:29]([F:32])([F:31])[F:30].[C:33]1([C:39]#[CH:40])[CH:38]=[CH:37][CH:36]=[CH:35][CH:34]=1. (2) Given the product [Cl:13][C:14]1[CH:15]=[CH:16][C:17]2[NH:23][C:22]3[CH:24]=[CH:25][CH:26]=[CH:27][C:21]=3[C:20]([N:28]3[CH2:33][CH2:32][N:31]([CH:1]=[O:2])[CH2:30][CH2:29]3)=[N:19][C:18]=2[CH:34]=1, predict the reactants needed to synthesize it. The reactants are: [CH:1](OCC)=[O:2].C(N(CC)CC)C.[Cl:13][C:14]1[CH:15]=[CH:16][C:17]2[NH:23][C:22]3[CH:24]=[CH:25][CH:26]=[CH:27][C:21]=3[C:20]([N:28]3[CH2:33][CH2:32][NH:31][CH2:30][CH2:29]3)=[N:19][C:18]=2[CH:34]=1. (3) Given the product [F:27][C:26]([F:28])([F:29])[O:25][C:21]1[CH:20]=[C:19]([C:17]#[C:18][C:9]2[CH:10]=[N:11][CH:12]=[C:13]([CH:16]=2)[C:14]#[N:15])[CH:24]=[CH:23][CH:22]=1, predict the reactants needed to synthesize it. The reactants are: C(N(CC)CC)C.Br[C:9]1[CH:10]=[N:11][CH:12]=[C:13]([CH:16]=1)[C:14]#[N:15].[C:17]([C:19]1[CH:24]=[CH:23][CH:22]=[C:21]([O:25][C:26]([F:29])([F:28])[F:27])[CH:20]=1)#[CH:18].